Predict the product of the given reaction. From a dataset of Forward reaction prediction with 1.9M reactions from USPTO patents (1976-2016). Given the reactants Cl[C:2]1[C:3]2[N:4]([CH2:13][CH:14]([CH3:16])[N:15]=2)[C:5]2[C:10]([N:11]=1)=[CH:9][C:8]([Cl:12])=[CH:7][CH:6]=2.Cl[C:18]1[C:19]2[N:20]([CH2:29]C(C)N=2)[C:21]2[C:26]([N:27]=1)=CC=C(Cl)C=2, predict the reaction product. The product is: [Cl:12][C:8]1[CH:9]=[C:10]2[C:5](=[CH:6][CH:7]=1)[N:4]1[CH:13]=[C:14]([CH3:16])[N:15]=[C:3]1[C:2]([N:27]1[CH2:26][CH2:21][N:20]([CH3:29])[CH2:19][CH2:18]1)=[N:11]2.